This data is from Drug-target binding data from BindingDB using Ki measurements. The task is: Regression. Given a target protein amino acid sequence and a drug SMILES string, predict the binding affinity score between them. We predict pKi (pKi = -log10(Ki in M); higher means stronger inhibition). Dataset: bindingdb_ki. (1) The drug is N#[N+][CH-]C(=O)CC[C@H](N)C(=O)NCC(=O)O. The target protein (P17169) has sequence MCGIVGAIAQRDVAEILLEGLRRLEYRGYDSAGLAVVDAEGHMTRLRRLGKVQMLAQAAEEHPLHGGTGIAHTRWATHGEPSEVNAHPHVSEHIVVVHNGIIENHEPLREELKARGYTFVSETDTEVIAHLVNWELKQGGTLREAVLRAIPQLRGAYGTVIMDSRHPDTLLAARSGSPLVIGLGMGENFIASDQLALLPVTRRFIFLEEGDIAEITRRSVNIFDKTGAEVKRQDIESNLQYDAGDKGIYRHYMQKEIYEQPNAIKNTLTGRISHGQVDLSELGPNADELLSKVEHIQILACGTSYNSGMVSRYWFESLAGIPCDVEIASEFRYRKSAVRRNSLMITLSQSGETADTLAGLRLSKELGYLGSLAICNVPGSSLVRESDLALMTNAGTEIGVASTKAFTTQLTVLLMLVAKLSRLKGLDASIEHDIVHGLQALPSRIEQMLSQDKRIEALAEDFSDKHHALFLGRGDQYPIALEGALKLKEISYIHAEAYAA.... The pKi is 5.8. (2) The target protein (P34981) has sequence MENETVSELNQTQLQPRAVVALEYQVVTILLVLIICGLGIVGNIMVVLVVMRTKHMRTPTNCYLVSLAVADLMVLVAAGLPNITDSIYGSWVYGYVGCLCITYLQYLGINASSCSITAFTIERYIAICHPIKAQFLCTFSRAKKIIIFVWAFTSLYCMLWFFLLDLNISTYKDAIVISCGYKISRNYYSPIYLMDFGVFYVVPMILATVLYGFIARILFLNPIPSDPKENSKTWKNDSTHQNTNLNVNTSNRCFNSTVSSRKQVTKMLAVVVILFALLWMPYRTLVVVNSFLSSPFQENWFLLFCRICIYLNSAINPVIYNLMSQKFRAAFRKLCNCKQKPTEKPANYSVALNYSVIKESDHFSTELDDITVTDTYLSATKVSFDDTCLASEVSFSQS. The pKi is 4.0. The compound is CC(C)c1ncc(C[C@H](NC(=O)[C@@H]2CCC(=O)C2)C(=O)N2CCC[C@H]2C(N)=O)[nH]1. (3) The target protein sequence is VYIIQITDGSHEWTVKHRYSDFHDLHEKLVAEKKIDRSLLPPKKIIGKNSRSLVEKREKDLEIYLQTLLATFPDVAPRVLAQFLHFHFYEINGITAALAEELFEKGEQLLGAGEVFAIGPLQLYAVTEQLQQGKPTCASGDAKTDLGHILDFTCRLKYLKVSGTEGPFGTSNIQEQLLPFDLSIFKSLHQVEISHCDARRIRGLVASKPTLATMSVRFSATSMKEVLVPEASEFDEWEPAGAALEGPVTAVIPTWQALTALDLSHNSISEIDDSVKLIPKIEFLDLSHNGVLVMNNLQHLYNLVHVDLSYNKLSSLEGAHTKLGNIKTLNLAGNLLRHLSGLHKLYSLVNLDLSDNRIEQMEEVRSIGSLPCLEHVALLNNPLSIIPDYRTKVLAQFGERASEVCLDNTVTTEKELDTVEVLKAIQKAKEVKSKLSNPEKKVSEDSRLSAAPCVRPSSSPPSAAPTSASLPQPILSNQGIMFVQEEALASSLSSTDSLTP.... The pKi is 5.0. The drug is COc1ccccc1N1CCN(CCCCn2ncc(=O)n(C)c2=O)CC1. (4) The compound is CC(C)(C)c1ccc(NC(=O)N2CCN(c3ncccc3Cl)CC2)cc1. The target protein (P04774) has sequence MEQTVLVPPGPDSFNFFTRESLAAIERRIAEEKAKNPKPDKKDDDENGPKPNSDLEAGKNLPFIYGDIPPEMVSEPLEDLDPYYINKKTFIVLNKGKAIFRFSATSALYILTPFNPLRKIAIKILVHSLFSMLIMCTILTNCVFMTMSNPPDWTKNVEYTFTGIYTFESLIKIIARGFCLEDFTFLRDPWNWLDFTVITFAYVTEFVDLGNVSALRTFRVLRALKTISVIPGLKTIVGALIQSVKKLSDVMILTVFCLSVFALIGLQLFMGNLRNKCVQWPPTNASLEEHSIEKNVTTDYNGTLVNETVFEFDWKSYIQDSRYHYFLEGVLDALLCGNSSDAGQCPEGYMCVKAGRNPNYGYTSFDTFSWAFLSLFRLMTQDFWENLYQLTLRAAGKTYMIFFVLVIFLGSFYLINLILAVVAMAYEEQNQATLEEAEQKEAEFQQMLEQLKKQQEAAQQAAAATASEHSREPSAAGRLSDSSSEASKLSSKSAKERRNR.... The pKi is 5.0. (5) The drug is CN(C)C1CCN(C(=O)c2cccc(Nc3nc4nc5c(cnn35)CCCCC(=O)Nc3cccc(c3)N4)c2)C1. The target protein (P28523) has sequence MSKARVYADVNVLRPKEYWDYEALTVQWGEQDDYEVVRKVGRGKYSEVFEGINVNNNEKCIIKILKPVKKKKIKREIKILQNLCGGPNIVKLLDIVRDQHSKTPSLIFEYVNNTDFKVLYPTLTDYDIRYYIYELLKALDYCHSQGIMHRDVKPHNVMIDHELRKLRLIDWGLAEFYHPGKEYNVRVASRYFKGPELLVDLQDYDYSLDMWSLGCMFAGMIFRKEPFFYGHDNHDQLVKIAKVLGTDGLNVYLNKYRIELDPQLEALVGRHSRKPWLKFMNADNQHLVSPEAIDFLDKLLRYDHQERLTALEAMTHPYFQQVRAAENSRTRA. The pKi is 8.8. (6) The drug is c1ccc(CN2CCC(COCc3ccc(-c4ccccc4)cc3)CC2)cc1. The target protein (O55242) has sequence MPWAAGRRWAWITLILTIIAVLIQAAWLWLGTQNFVFSREEIAQLARQYAGLDHELAFSRLIVELRRLHPGHVLPDEELQWVFVNAGGWMGAMCILHASLSEYVLLFGTALGSHGHSGRYWAEISDTIISGTFHQWKEGTTKSEVFYPGETVVHGPGEATALEWGPNTWMVEYGRGVIPSTLFFALADTFFSTQDYLTLFYTLRAYARGLRLELTTYLFGQDS. The pKi is 7.7. (7) The compound is CCCCC[C@H](O)/C=C/C1[C@H](CCCCCCC(=O)O)C(=O)C[C@H]1O. The target protein (P43252) has sequence MMASDGHPGPPSVTPGSPLSAGGREWQGMAGSCWNITYVQDSVGPATSTLMFVAGVVGNGLALGILGARRRSHPSAFAVLVTGLAVTDLLGTCFLSPAVFVAYARNSSLLGLAHGGTMLCDTFAFAMTFFGLASTLILFAMAVERCLALSHPYLYAQLDGPRCARFALPSIYAFCCLFCSLPLLGLGEHQQYCPGSWCFIRMRSAQPGGCAFSLAYASLMALLVTSIFFCNGSVTLSLYHMYRQQRRHHGSFVPTSRAREDEVYHLILLALMTVIMAVCSLPLMIRGFTQAIAPDSREMGDLLAFRFNAFNPILDPWVFILFRKAVFQRLKFWLCCLCARSVHGDLQAPLSRPASGRRDPPAPTSLQAKEGSWVPLSSWGTGQVAPLTAVPLTGGDGCSVGMPSKSEAIAACSLC. The pKi is 6.1.